From a dataset of Reaction yield outcomes from USPTO patents with 853,638 reactions. Predict the reaction yield, written as a fraction of the theoretical maximum amount of product (1.0 means a 100% yield; for example, 0.34 means a 34% yield). (1) No catalyst specified. The yield is 1.00. The reactants are [CH3:1][O:2][C:3]1[CH:8]=[C:7](B(O)O)[CH:6]=[CH:5][N:4]=1.FC(F)(F)S(O[C:18]1[CH:27]=[CH:26][CH:25]=[C:24]2[C:19]=1[CH2:20][C@H:21]([N:28]([CH2:36][C:37]1[CH:42]=[CH:41][CH:40]=[CH:39][CH:38]=1)[CH2:29][C:30]1[CH:35]=[CH:34][CH:33]=[CH:32][CH:31]=1)[CH2:22][O:23]2)(=O)=O. The product is [CH2:36]([N:28]([CH2:29][C:30]1[CH:35]=[CH:34][CH:33]=[CH:32][CH:31]=1)[C@H:21]1[CH2:20][C:19]2[C:24](=[CH:25][CH:26]=[CH:27][C:18]=2[C:7]2[CH:6]=[CH:5][N:4]=[C:3]([O:2][CH3:1])[CH:8]=2)[O:23][CH2:22]1)[C:37]1[CH:38]=[CH:39][CH:40]=[CH:41][CH:42]=1. (2) The product is [CH3:25][C:2]1([CH3:1])[O:7][C:6]2[C:8]3[C:13]([CH2:14][CH2:15][CH3:16])=[CH:12][C:11](=[O:17])[O:10][C:9]=3[CH:18]=[C:19]([OH:20])[C:5]=2[CH:4]=[CH:3]1. The yield is 0.520. The catalyst is CO. The reactants are [CH3:1][C:2]1([CH3:25])[O:7][C:6]2[C:8]3[C:13]([CH2:14][CH2:15][CH3:16])=[CH:12][C:11](=[O:17])[O:10][C:9]=3[CH:18]=[C:19]([O:20]C(=O)CC)[C:5]=2[CH:4]=[CH:3]1.C([O-])(O)=O.[Na+].O. (3) The reactants are [F:1][C:2]1[CH:7]=[C:6]([F:8])[CH:5]=[CH:4][C:3]=1[S:9]([NH:12][C:13]1[C:14]([O:28][CH3:29])=[N:15][CH:16]=[C:17]([C:19]2[CH:20]=[CH:21][C:22]3[N:23]([CH:25]=[CH:26][N:27]=3)[N:24]=2)[CH:18]=1)(=[O:11])=[O:10].C1C(=O)N([Br:37])C(=O)C1. The catalyst is CN(C=O)C. The product is [Br:37][C:25]1[N:23]2[N:24]=[C:19]([C:17]3[CH:18]=[C:13]([NH:12][S:9]([C:3]4[CH:4]=[CH:5][C:6]([F:8])=[CH:7][C:2]=4[F:1])(=[O:10])=[O:11])[C:14]([O:28][CH3:29])=[N:15][CH:16]=3)[CH:20]=[CH:21][C:22]2=[N:27][CH:26]=1. The yield is 0.210. (4) The reactants are [CH2:1]([O:3][C:4](=[O:13])[C:5]1[N+:6]([O-])=[CH:7][CH:8]=[C:9]([Cl:11])[CH:10]=1)[CH3:2].P(Cl)(Cl)([Cl:16])=O. No catalyst specified. The product is [CH2:1]([O:3][C:4](=[O:13])[C:5]1[CH:10]=[C:9]([Cl:11])[CH:8]=[C:7]([Cl:16])[N:6]=1)[CH3:2]. The yield is 0.640. (5) The reactants are [NH2:1][C:2]1[N:6](C(OC(C)(C)C)=O)[N:5]=[C:4]([CH:14]2[CH2:16][CH2:15]2)[CH:3]=1.Br[C:18]1[C:19](=[O:26])[N:20]([CH3:25])[CH:21]=[C:22]([Br:24])[CH:23]=1.C(=O)([O-])[O-].[Cs+].[Cs+].CC1(C)C2C(=C(P(C3C=CC=CC=3)C3C=CC=CC=3)C=CC=2)OC2C(P(C3C=CC=CC=3)C3C=CC=CC=3)=CC=CC1=2. The catalyst is C1C=CC(/C=C/C(/C=C/C2C=CC=CC=2)=O)=CC=1.C1C=CC(/C=C/C(/C=C/C2C=CC=CC=2)=O)=CC=1.C1C=CC(/C=C/C(/C=C/C2C=CC=CC=2)=O)=CC=1.[Pd].[Pd].O1CCOCC1. The product is [Br:24][C:22]1[CH:23]=[C:18]([NH:1][C:2]2[NH:6][N:5]=[C:4]([CH:14]3[CH2:15][CH2:16]3)[CH:3]=2)[C:19](=[O:26])[N:20]([CH3:25])[CH:21]=1. The yield is 0.700. (6) The reactants are [Cl:1][C:2]1[CH:10]=[CH:9][C:8]([N:11]([CH3:20])[S:12]([C:15]2[S:16][CH:17]=[CH:18][CH:19]=2)(=[O:14])=[O:13])=[C:7]2[C:3]=1[CH:4]=[C:5]([C:21](=[S:23])[NH2:22])[NH:6]2.Br[CH:25]([CH:28]=O)[CH:26]=[O:27].CN(C)C(=O)C. The catalyst is O. The product is [Cl:1][C:2]1[CH:10]=[CH:9][C:8]([N:11]([CH3:20])[S:12]([C:15]2[S:16][CH:17]=[CH:18][CH:19]=2)(=[O:14])=[O:13])=[C:7]2[C:3]=1[CH:4]=[C:5]([C:21]1[S:23][C:25]([CH2:26][OH:27])=[CH:28][N:22]=1)[NH:6]2. The yield is 0.520. (7) The reactants are [Cl:1][C:2]1[CH:7]=[CH:6][C:5](/[CH:8]=[C:9](/[S:11]([NH:14][C:15]2[CH:20]=[CH:19][CH:18]=[CH:17][C:16]=2[S:21]([NH2:24])(=[O:23])=[O:22])(=[O:13])=[O:12])\[CH3:10])=[CH:4][CH:3]=1.[H][H]. The catalyst is C(OCC)(=O)C.[Pd]. The product is [Cl:1][C:2]1[CH:7]=[CH:6][C:5]([CH2:8][CH:9]([S:11]([NH:14][C:15]2[CH:20]=[CH:19][CH:18]=[CH:17][C:16]=2[S:21]([NH2:24])(=[O:23])=[O:22])(=[O:13])=[O:12])[CH3:10])=[CH:4][CH:3]=1. The yield is 0.380. (8) The reactants are [Br:1][C:2]1[CH:39]=[CH:38][C:5]([CH2:6][CH:7]([NH:27][C:28](=[O:37])[O:29][CH2:30][C:31]2[CH:36]=[CH:35][CH:34]=[CH:33][CH:32]=2)[CH2:8][C@H:9]([OH:26])[C@@H:10]([NH:18][C:19]([O:21][C:22]([CH3:25])([CH3:24])[CH3:23])=[O:20])[CH2:11][C:12]2[CH:17]=[CH:16][CH:15]=[CH:14][CH:13]=2)=[CH:4][CH:3]=1.C(N(CC)CC)C.CO[C:49](OC)([CH3:51])[CH3:50]. The yield is 0.540. The catalyst is O.C1(C)C=CC(S(O)(=O)=O)=CC=1. The product is [CH2:11]([C@H:10]1[C@H:9]([CH2:8][CH:7]([NH:27][C:28]([O:29][CH2:30][C:31]2[CH:36]=[CH:35][CH:34]=[CH:33][CH:32]=2)=[O:37])[CH2:6][C:5]2[CH:38]=[CH:39][C:2]([Br:1])=[CH:3][CH:4]=2)[O:26][C:49]([CH3:51])([CH3:50])[N:18]1[C:19]([O:21][C:22]([CH3:25])([CH3:24])[CH3:23])=[O:20])[C:12]1[CH:17]=[CH:16][CH:15]=[CH:14][CH:13]=1. (9) The reactants are [CH2:1]([O:3][C:4](=[O:15])[C:5](=[CH:11][O:12]CC)[C:6](OCC)=O)[CH3:2].[CH3:16][S:17][C:18](=[NH:20])[NH2:19].CC[O-].[Na+]. The catalyst is CCO. The product is [CH2:1]([O:3][C:4]([C:5]1[C:11]([OH:12])=[N:19][C:18]([S:17][CH3:16])=[N:20][CH:6]=1)=[O:15])[CH3:2]. The yield is 0.876.